Task: Regression/Classification. Given a drug SMILES string, predict its absorption, distribution, metabolism, or excretion properties. Task type varies by dataset: regression for continuous measurements (e.g., permeability, clearance, half-life) or binary classification for categorical outcomes (e.g., BBB penetration, CYP inhibition). Dataset: cyp2d6_veith.. Dataset: CYP2D6 inhibition data for predicting drug metabolism from PubChem BioAssay (1) The result is 0 (non-inhibitor). The compound is S=c1[nH]nc(SCc2ccccc2Cl)c2[nH]cnc12. (2) The compound is CN(C)CCCn1cnc2cc(Cl)c(Cl)cc21. The result is 0 (non-inhibitor). (3) The compound is CCOc1cc(/C=N/O)ccc1OS(=O)(=O)c1ccc(C)cc1. The result is 1 (inhibitor). (4) The compound is N[C@@H](Cc1c[nH]c2ccccc12)C(=O)O. The result is 0 (non-inhibitor).